Dataset: Forward reaction prediction with 1.9M reactions from USPTO patents (1976-2016). Task: Predict the product of the given reaction. (1) The product is: [Br-:30].[CH2:1]([O:8][C:9]([NH:11][C@H:12]([C:24]1[CH:29]=[CH:28][CH:27]=[CH:26][CH:25]=1)[C:13]([O:15][C@@H:16]1[CH:21]2[CH2:20][CH2:19][N+:18]([CH2:31][C:32](=[O:33])[C:34]3[CH:39]=[CH:38][CH:37]=[CH:36][CH:35]=3)([CH2:23][CH2:22]2)[CH2:17]1)=[O:14])=[O:10])[C:2]1[CH:7]=[CH:6][CH:5]=[CH:4][CH:3]=1. Given the reactants [CH2:1]([O:8][C:9]([NH:11][C@H:12]([C:24]1[CH:29]=[CH:28][CH:27]=[CH:26][CH:25]=1)[C:13]([O:15][C@@H:16]1[CH:21]2[CH2:22][CH2:23][N:18]([CH2:19][CH2:20]2)[CH2:17]1)=[O:14])=[O:10])[C:2]1[CH:7]=[CH:6][CH:5]=[CH:4][CH:3]=1.[Br:30][CH2:31][C:32]([C:34]1[CH:39]=[CH:38][CH:37]=[CH:36][CH:35]=1)=[O:33], predict the reaction product. (2) Given the reactants Br[C:2]1[CH:7]=[CH:6][C:5]([S:8]([N:11]2[CH2:16][CH2:15][N:14]([C:17]([O:19][C:20]([CH3:23])([CH3:22])[CH3:21])=[O:18])[CH2:13][CH2:12]2)(=[O:10])=[O:9])=[CH:4][CH:3]=1.[B:24]1([B:24]2[O:28][C:27]([CH3:30])([CH3:29])[C:26]([CH3:32])([CH3:31])[O:25]2)[O:28][C:27]([CH3:30])([CH3:29])[C:26]([CH3:32])([CH3:31])[O:25]1.C([O-])(=O)C.[K+].N#N, predict the reaction product. The product is: [CH3:31][C:26]1([CH3:32])[C:27]([CH3:30])([CH3:29])[O:28][B:24]([C:2]2[CH:7]=[CH:6][C:5]([S:8]([N:11]3[CH2:16][CH2:15][N:14]([C:17]([O:19][C:20]([CH3:23])([CH3:22])[CH3:21])=[O:18])[CH2:13][CH2:12]3)(=[O:10])=[O:9])=[CH:4][CH:3]=2)[O:25]1. (3) Given the reactants Cl.[CH3:2][C:3]1[CH:4]=[C:5]([CH:29]=[CH:30][C:31]=1[CH3:32])[C:6]([C:8]1[C:17](=[O:18])[C:16]2[C:11](=[CH:12][CH:13]=[CH:14][CH:15]=2)[N:10]([CH2:19][C:20]2[N:25]=[C:24]([C:26](O)=[O:27])[CH:23]=[CH:22][CH:21]=2)[CH:9]=1)=[O:7].[Cl-].COC1N=C(OC)N=C([N+]2(C)CCOCC2)[N:37]=1, predict the reaction product. The product is: [CH3:2][C:3]1[CH:4]=[C:5]([CH:29]=[CH:30][C:31]=1[CH3:32])[C:6]([C:8]1[C:17](=[O:18])[C:16]2[C:11](=[CH:12][CH:13]=[CH:14][CH:15]=2)[N:10]([CH2:19][C:20]2[N:25]=[C:24]([C:26]([NH2:37])=[O:27])[CH:23]=[CH:22][CH:21]=2)[CH:9]=1)=[O:7]. (4) Given the reactants C1C2C(COC([NH:18][C@H:19]([C@H:32]([C:34]3[C:42]4[C:37](=[CH:38][CH:39]=[CH:40][CH:41]=4)[NH:36][CH:35]=3)[CH3:33])[C:20]([O:22][CH2:23][C:24]3[CH:29]=[CH:28][C:27]([O:30][CH3:31])=[CH:26][CH:25]=3)=[O:21])=O)C3C(=CC=CC=3)C=2C=CC=1.N1CCCCC1.CN(C=O)C, predict the reaction product. The product is: [NH2:18][C@H:19]([C@H:32]([C:34]1[C:42]2[C:37](=[CH:38][CH:39]=[CH:40][CH:41]=2)[NH:36][CH:35]=1)[CH3:33])[C:20]([O:22][CH2:23][C:24]1[CH:29]=[CH:28][C:27]([O:30][CH3:31])=[CH:26][CH:25]=1)=[O:21].